This data is from Full USPTO retrosynthesis dataset with 1.9M reactions from patents (1976-2016). The task is: Predict the reactants needed to synthesize the given product. (1) The reactants are: [CH3:1][C:2]1([CH3:27])[C:6]([CH3:8])([CH3:7])[O:5][B:4]([C:9]2[CH:26]=[CH:25][C:12]([O:13][CH2:14][C:15]3[CH:24]=[CH:23][C:22]4[C:17](=CC=C[CH:21]=4)[N:16]=3)=[CH:11][CH:10]=2)[O:3]1.ClCC1C=CC(C)=CN=1. Given the product [CH3:21][C:22]1[CH:23]=[CH:24][C:15]([CH2:14][O:13][C:12]2[CH:11]=[CH:10][C:9]([B:4]3[O:5][C:6]([CH3:8])([CH3:7])[C:2]([CH3:27])([CH3:1])[O:3]3)=[CH:26][CH:25]=2)=[N:16][CH:17]=1, predict the reactants needed to synthesize it. (2) Given the product [Cl:6][C:7]1[CH:8]=[CH:9][C:10]([C:13]2[CH:14]=[CH:15][C:16]([C:19]#[C:20][C:21]3[CH:22]=[C:23]4[C:27](=[CH:28][CH:29]=3)[N:26]([CH2:30][CH2:31][N:32]([CH2:4][CH:1]3[CH2:3][CH2:2]3)[CH2:33][CH:34]3[CH2:35][CH2:36]3)[CH:25]=[CH:24]4)=[N:17][CH:18]=2)=[CH:11][CH:12]=1, predict the reactants needed to synthesize it. The reactants are: [CH:1]1([CH:4]=O)[CH2:3][CH2:2]1.[Cl:6][C:7]1[CH:12]=[CH:11][C:10]([C:13]2[CH:14]=[CH:15][C:16]([C:19]#[C:20][C:21]3[CH:22]=[C:23]4[C:27](=[CH:28][CH:29]=3)[N:26]([CH2:30][CH2:31][NH:32][CH2:33][CH:34]3[CH2:36][CH2:35]3)[CH:25]=[CH:24]4)=[N:17][CH:18]=2)=[CH:9][CH:8]=1.[BH4-].[Na+]. (3) Given the product [ClH:1].[ClH:30].[CH3:22][C:21]([CH3:26])=[CH:20][C:2]1[N:7]2[N:8]=[C:9]([NH:11][C:12](=[O:19])[C:13]3[CH:18]=[CH:17][CH:16]=[N:15][CH:14]=3)[N:10]=[C:6]2[CH:5]=[CH:4][CH:3]=1, predict the reactants needed to synthesize it. The reactants are: [Cl:1][C:2]1[N:7]2[N:8]=[C:9]([NH:11][C:12](=[O:19])[C:13]3[CH:18]=[CH:17][CH:16]=[N:15][CH:14]=3)[N:10]=[C:6]2[CH:5]=[CH:4][CH:3]=1.[CH3:20][C:21]([CH3:26])=[CH:22]B(O)O.[F-].[Cs+].[NH4+].[Cl-:30]. (4) Given the product [CH2:4]([O:3]/[CH:1]=[CH:2]/[C:16]1[C:17]([C:24]([O:26][CH3:27])=[O:25])=[N:18][C:19]([S:22][CH3:23])=[N:20][CH:21]=1)[CH3:5], predict the reactants needed to synthesize it. The reactants are: [CH2:1]([O:3]/[CH:4]=[CH:5]/B1OC(C)(C)C(C)(C)O1)[CH3:2].Br[C:16]1[C:17]([C:24]([O:26][CH3:27])=[O:25])=[N:18][C:19]([S:22][CH3:23])=[N:20][CH:21]=1.C(Cl)Cl.C(=O)([O-])[O-].[Na+].[Na+]. (5) Given the product [Br:1][C:2]1[C:3]([F:50])=[CH:4][C:5]([N:21]2[C:30]3[C:25](=[CH:26][C:27]([S:31]([NH:32][C:42]4[CH:46]=[CH:45][O:44][N:43]=4)(=[O:47])=[O:48])=[CH:28][CH:29]=3)[CH:24]=[CH:23][C:22]2=[O:49])=[C:6]([O:7][CH:8]2[CH2:12][CH2:11][NH:10][CH2:9]2)[CH:20]=1, predict the reactants needed to synthesize it. The reactants are: [Br:1][C:2]1[C:3]([F:50])=[CH:4][C:5]([N:21]2[C:30]3[C:25](=[CH:26][C:27]([S:31](=[O:48])(=[O:47])[N:32]([C:42]4[CH:46]=[CH:45][O:44][N:43]=4)CC4C=CC(OC)=CC=4)=[CH:28][CH:29]=3)[CH:24]=[CH:23][C:22]2=[O:49])=[C:6]([CH:20]=1)[O:7][CH:8]1[CH2:12][CH2:11][N:10](C(OC(C)(C)C)=O)[CH2:9]1.FC(F)(F)S(O)(=O)=O.